From a dataset of NCI-60 drug combinations with 297,098 pairs across 59 cell lines. Regression. Given two drug SMILES strings and cell line genomic features, predict the synergy score measuring deviation from expected non-interaction effect. (1) Drug 1: C1=C(C(=O)NC(=O)N1)F. Drug 2: CCN(CC)CCCC(C)NC1=C2C=C(C=CC2=NC3=C1C=CC(=C3)Cl)OC. Cell line: HOP-62. Synergy scores: CSS=37.3, Synergy_ZIP=-15.0, Synergy_Bliss=-10.4, Synergy_Loewe=-5.74, Synergy_HSA=-5.44. (2) Drug 1: C1=CC(=CC=C1C#N)C(C2=CC=C(C=C2)C#N)N3C=NC=N3. Drug 2: C(CC(=O)O)C(=O)CN.Cl. Cell line: K-562. Synergy scores: CSS=0.807, Synergy_ZIP=-0.762, Synergy_Bliss=-6.71, Synergy_Loewe=2.24, Synergy_HSA=-8.56.